This data is from Full USPTO retrosynthesis dataset with 1.9M reactions from patents (1976-2016). The task is: Predict the reactants needed to synthesize the given product. (1) Given the product [CH3:24][O:23][C:20]1[CH:21]=[C:22]([C:11]([C:5]2[CH:6]=[C:7]([O:9][CH3:10])[CH:8]=[C:3]([O:2][CH3:1])[CH:4]=2)=[CH:12][C:13](=[O:15])[CH3:14])[CH:17]=[CH:18][C:19]=1[O:25][CH3:26], predict the reactants needed to synthesize it. The reactants are: [CH3:1][O:2][C:3]1[CH:4]=[C:5]([CH:11]=[CH:12][C:13](=[O:15])[CH3:14])[CH:6]=[C:7]([O:9][CH3:10])[CH:8]=1.Br[C:17]1[CH:22]=[CH:21][C:20]([O:23][CH3:24])=[C:19]([O:25][CH3:26])[CH:18]=1.CC([O-])=O.[Na+].CCOC(C)=O. (2) The reactants are: [OH-].[Na+].C[O:4][C:5](=[O:46])[CH:6]([CH2:35][C:36]1[CH:41]=[CH:40][CH:39]=[C:38]([C:42]([F:45])([F:44])[F:43])[CH:37]=1)[CH2:7][C:8]([C:10]1[CH:15]=[CH:14][C:13]([C:16]2[CH:21]=[CH:20][C:19]([C:22]3[C:27]4[O:28][C:29]5[CH:34]=[CH:33][CH:32]=[CH:31][C:30]=5[C:26]=4[CH:25]=[CH:24][CH:23]=3)=[CH:18][CH:17]=2)=[CH:12][CH:11]=1)=[O:9].Cl. Given the product [CH:25]1[C:26]2[C:30]3[CH:31]=[CH:32][CH:33]=[CH:34][C:29]=3[O:28][C:27]=2[C:22]([C:19]2[CH:18]=[CH:17][C:16]([C:13]3[CH:12]=[CH:11][C:10]([C:8](=[O:9])[CH2:7][CH:6]([CH2:35][C:36]4[CH:41]=[CH:40][CH:39]=[C:38]([C:42]([F:43])([F:44])[F:45])[CH:37]=4)[C:5]([OH:46])=[O:4])=[CH:15][CH:14]=3)=[CH:21][CH:20]=2)=[CH:23][CH:24]=1, predict the reactants needed to synthesize it. (3) Given the product [CH2:8]([NH:1][C@@H:2]([CH:5]([CH3:7])[CH3:6])[CH2:3][OH:4])[C:9]1[CH:14]=[CH:13][CH:12]=[CH:11][CH:10]=1, predict the reactants needed to synthesize it. The reactants are: [NH2:1][C@@H:2]([CH:5]([CH3:7])[CH3:6])[CH2:3][OH:4].[CH:8](=O)[C:9]1[CH:14]=[CH:13][CH:12]=[CH:11][CH:10]=1.O.CC1C=CC(S(O)(=O)=O)=CC=1.[B-]C#N.[Na+].[BH4-].[Na+]. (4) Given the product [Cl:1][C:2]1[CH:7]=[CH:6][C:5]([CH:8]([N:13]2[CH2:14][CH2:15][N:16]([C:20]3[C:25]4[O:26][CH2:27][CH2:28][NH:29][C:24]=4[N:23]=[CH:22][N:21]=3)[CH2:17][CH2:18]2)[CH2:9][N:10]([CH3:11])[CH3:12])=[CH:4][CH:3]=1, predict the reactants needed to synthesize it. The reactants are: [Cl:1][C:2]1[CH:7]=[CH:6][C:5]([CH:8]([N:13]2[CH2:18][CH2:17][NH:16][CH2:15][CH2:14]2)[CH2:9][N:10]([CH3:12])[CH3:11])=[CH:4][CH:3]=1.Cl[C:20]1[C:25]2[O:26][CH2:27][CH2:28][NH:29][C:24]=2[N:23]=[CH:22][N:21]=1.C(=O)([O-])[O-].[K+].[K+].